From a dataset of Forward reaction prediction with 1.9M reactions from USPTO patents (1976-2016). Predict the product of the given reaction. (1) Given the reactants [CH3:1]/[C:2](/[CH2:7][CH2:8][CH2:9][CH:10]([CH3:22])[CH2:11][CH2:12][CH2:13][CH:14]([CH3:21])[CH2:15][CH2:16][CH2:17][CH:18]([CH3:20])[CH3:19])=[CH:3]\[CH2:4][C:5]#N.[OH-:23].[Ba+2].[OH-:25], predict the reaction product. The product is: [CH3:1]/[C:2](/[CH2:7][CH2:8][CH2:9][CH:10]([CH3:22])[CH2:11][CH2:12][CH2:13][CH:14]([CH3:21])[CH2:15][CH2:16][CH2:17][CH:18]([CH3:20])[CH3:19])=[CH:3]\[CH2:4][C:5]([OH:25])=[O:23]. (2) Given the reactants [C:1]([CH2:3][C:4]([NH2:6])=O)#[N:2].N1C=CC=CC=1.[CH3:13][N:14]([CH:16]=O)[CH3:15].O=P(Cl)(Cl)Cl.[OH-].[Na+], predict the reaction product. The product is: [CH3:13][N:14]([CH:16]=[C:3]([C:4]#[N:6])[C:1]#[N:2])[CH3:15]. (3) Given the reactants [NH2:1][C@@H:2]([CH2:18][C:19]1[CH:24]=[CH:23][CH:22]=[CH:21][CH:20]=1)[C@@H:3]([C@H:5]1[CH2:9][C@@H:8]([OH:10])[CH2:7][N:6]1[C:11]([O:13][C:14]([CH3:17])([CH3:16])[CH3:15])=[O:12])[OH:4].[C:25](O[C:25]([O:27][CH2:28][C:29]1[CH:34]=[CH:33][CH:32]=[CH:31][CH:30]=1)=[O:26])([O:27][CH2:28][C:29]1[CH:34]=[CH:33][CH:32]=[CH:31][CH:30]=1)=[O:26].C(N(CC)CC)C, predict the reaction product. The product is: [CH2:28]([O:27][C:25]([NH:1][C@@H:2]([CH2:18][C:19]1[CH:20]=[CH:21][CH:22]=[CH:23][CH:24]=1)[C@@H:3]([C@H:5]1[CH2:9][C@@H:8]([OH:10])[CH2:7][N:6]1[C:11]([O:13][C:14]([CH3:16])([CH3:17])[CH3:15])=[O:12])[OH:4])=[O:26])[C:29]1[CH:34]=[CH:33][CH:32]=[CH:31][CH:30]=1. (4) Given the reactants [NH2:1][C:2]1[CH:3]=[C:4]([CH:21]=[CH:22][CH:23]=1)[O:5][C:6]1[CH:7]=[CH:8][C:9]2[N:10]([CH:12]=[C:13]([NH:15][C:16]([CH:18]3[CH2:20][CH2:19]3)=[O:17])[N:14]=2)[N:11]=1.[CH3:24][S:25]([C:28]1[S:32][C:31]([C:33](O)=[O:34])=[CH:30][CH:29]=1)(=[O:27])=[O:26].Cl.CN(C)CCCN=C=NCC.ON1C2C=CC=CC=2N=N1, predict the reaction product. The product is: [CH:18]1([C:16]([NH:15][C:13]2[N:14]=[C:9]3[CH:8]=[CH:7][C:6]([O:5][C:4]4[CH:3]=[C:2]([NH:1][C:33]([C:31]5[S:32][C:28]([S:25]([CH3:24])(=[O:27])=[O:26])=[CH:29][CH:30]=5)=[O:34])[CH:23]=[CH:22][CH:21]=4)=[N:11][N:10]3[CH:12]=2)=[O:17])[CH2:20][CH2:19]1. (5) Given the reactants C[O:2][CH2:3][C@H:4]([CH3:36])[O:5][C:6]1[CH:7]=[C:8]([C:23]2[NH:27][C:26]([C:28]3[O:29][C@@H:30]([CH3:35])[C@@H:31]([CH2:33][OH:34])[N:32]=3)=[CH:25][CH:24]=2)[CH:9]=[C:10]([O:12][C:13]2[CH:14]=[N:15][C:16]([S:19]([CH3:22])(=[O:21])=[O:20])=[CH:17][CH:18]=2)[CH:11]=1.B(Br)(Br)Br.C(=O)([O-])O.[Na+], predict the reaction product. The product is: [OH:34][CH2:33][C@@H:31]1[C@H:30]([CH3:35])[O:29][C:28]([C:26]2[NH:27][C:23]([C:8]3[CH:7]=[C:6]([CH:11]=[C:10]([O:12][C:13]4[CH:14]=[N:15][C:16]([S:19]([CH3:22])(=[O:21])=[O:20])=[CH:17][CH:18]=4)[CH:9]=3)[O:5][C@@H:4]([CH3:36])[CH2:3][OH:2])=[CH:24][CH:25]=2)=[N:32]1. (6) The product is: [F:25][C:17]1[C:18]([F:24])=[C:19]([O:22][CH3:23])[CH:20]=[CH:21][C:16]=1[CH2:15][CH:11]([NH:10][C:8](=[O:9])[O:7][C:3]([CH3:6])([CH3:5])[CH3:4])[C:12]1[NH:63][C:60]2[CH:61]=[CH:62][C:57]([F:56])=[CH:58][C:59]=2[N:64]=1. Given the reactants N#N.[C:3]([O:7][C:8]([NH:10][CH:11]([CH2:15][C:16]1[CH:21]=[CH:20][C:19]([O:22][CH3:23])=[C:18]([F:24])[C:17]=1[F:25])[C:12](O)=O)=[O:9])([CH3:6])([CH3:5])[CH3:4].C(N1CCOCC1)C.CN(C(ON1N=NC2C=CC=CC1=2)=[N+](C)C)C.[B-](F)(F)(F)F.[F:56][C:57]1[CH:58]=[C:59]([NH2:64])[C:60]([NH2:63])=[CH:61][CH:62]=1, predict the reaction product.